Dataset: Full USPTO retrosynthesis dataset with 1.9M reactions from patents (1976-2016). Task: Predict the reactants needed to synthesize the given product. (1) Given the product [O:27]=[C:26]([C:10]1[O:11][C:7]([C:2]2[CH:3]=[CH:4][CH:5]=[CH:6][N:1]=2)=[CH:8][N:9]=1)[CH2:25][CH2:24][CH2:23][CH2:22][CH2:21][CH2:20][C:17]1[CH:16]=[CH:15][C:14]([O:13][CH3:12])=[CH:19][CH:18]=1, predict the reactants needed to synthesize it. The reactants are: [N:1]1[CH:6]=[CH:5][CH:4]=[CH:3][C:2]=1[C:7]1[O:11][CH:10]=[N:9][CH:8]=1.[CH3:12][O:13][C:14]1[CH:19]=[CH:18][C:17]([CH2:20][CH2:21][CH2:22][CH2:23][CH2:24][CH2:25][C:26](O)=[O:27])=[CH:16][CH:15]=1. (2) Given the product [Br:1][C:2]1[C:10]2[O:11][CH2:12][CH2:13][C:9]=2[C:8]2[C@H:7]([CH2:14][C:15]#[N:16])[CH2:6][CH2:5][C:4]=2[C:3]=1[Br:17], predict the reactants needed to synthesize it. The reactants are: [Br:1][C:2]1[C:10]2[O:11][CH2:12][CH2:13][C:9]=2[C:8]2/[C:7](=[CH:14]/[C:15]#[N:16])/[CH2:6][CH2:5][C:4]=2[C:3]=1[Br:17].[H][H]. (3) Given the product [CH2:16]([N:2]1[C:6](=[O:8])[CH2:5][CH2:4][C@H:3]1[C:10]([O:12][CH3:13])=[O:11])[CH3:17], predict the reactants needed to synthesize it. The reactants are: Cl.[NH2:2][C@H:3]([C:10]([O:12][CH3:13])=[O:11])[CH2:4][CH2:5][C:6]([O:8]C)=O.[OH-].[Na+].[C:16](O)(=O)[CH3:17].C(=O)C.[BH4-].[Na+].